From a dataset of Peptide-MHC class I binding affinity with 185,985 pairs from IEDB/IMGT. Regression. Given a peptide amino acid sequence and an MHC pseudo amino acid sequence, predict their binding affinity value. This is MHC class I binding data. (1) The peptide sequence is LLIWAYLSK. The MHC is HLA-A03:01 with pseudo-sequence HLA-A03:01. The binding affinity (normalized) is 0.583. (2) The peptide sequence is IMVGNETGL. The MHC is HLA-A02:01 with pseudo-sequence HLA-A02:01. The binding affinity (normalized) is 0.230. (3) The peptide sequence is RQLFKPLTKK. The MHC is HLA-A68:01 with pseudo-sequence HLA-A68:01. The binding affinity (normalized) is 0.292. (4) The binding affinity (normalized) is 0. The MHC is HLA-B53:01 with pseudo-sequence HLA-B53:01. The peptide sequence is AASCGGAVF. (5) The peptide sequence is VIYIVQMLA. The MHC is HLA-A02:02 with pseudo-sequence HLA-A02:02. The binding affinity (normalized) is 0.282. (6) The peptide sequence is SFGAGTLAK. The MHC is HLA-A11:01 with pseudo-sequence HLA-A11:01. The binding affinity (normalized) is 0.450. (7) The MHC is HLA-A31:01 with pseudo-sequence HLA-A31:01. The peptide sequence is NMTSRMLLNR. The binding affinity (normalized) is 0.132.